This data is from Forward reaction prediction with 1.9M reactions from USPTO patents (1976-2016). The task is: Predict the product of the given reaction. (1) Given the reactants [OH:1][CH2:2][C@@H:3]1[CH2:8][O:7][CH2:6][CH2:5][N:4]1[C:9]([O:11][C:12]([CH3:15])([CH3:14])[CH3:13])=[O:10].CC(OI1(OC(C)=O)(OC(C)=O)OC(=O)C2C=CC=CC1=2)=O, predict the reaction product. The product is: [CH:2]([C@@H:3]1[CH2:8][O:7][CH2:6][CH2:5][N:4]1[C:9]([O:11][C:12]([CH3:15])([CH3:14])[CH3:13])=[O:10])=[O:1]. (2) Given the reactants O1[C:5]2([CH2:10][CH2:9][CH:8]([N:11]3[C:16](=[O:17])[C:15]([CH2:18][C:19]4[CH:24]=[CH:23][C:22]([C:25]5[C:26]([C:31]#[N:32])=[CH:27][CH:28]=[CH:29][CH:30]=5)=[CH:21][C:20]=4[F:33])=[C:14]([CH2:34][CH2:35][CH3:36])[N:13]4[N:37]=[CH:38][N:39]=[C:12]34)[CH2:7][CH2:6]2)[O:4]CC1.Cl.O1CCCC1, predict the reaction product. The product is: [F:33][C:20]1[CH:21]=[C:22]([C:25]2[C:26]([C:31]#[N:32])=[CH:27][CH:28]=[CH:29][CH:30]=2)[CH:23]=[CH:24][C:19]=1[CH2:18][C:15]1[C:16](=[O:17])[N:11]([C@H:8]2[CH2:9][CH2:10][C@@H:5]([OH:4])[CH2:6][CH2:7]2)[C:12]2[N:13]([N:37]=[CH:38][N:39]=2)[C:14]=1[CH2:34][CH2:35][CH3:36]. (3) Given the reactants [CH2:1]([C@H:8]1[CH2:12][O:11][C:10](=[O:13])[N:9]1[C:14](=[O:21])[CH2:15][C:16]1SC=[CH:19][CH:20]=1)[C:2]1[CH:7]=[CH:6][CH:5]=[CH:4][CH:3]=1.[S:22]1C=CC(CC(Cl)=O)=[CH:23]1.C([C@H]1COC(=O)N1)C1C=CC=CC=1, predict the reaction product. The product is: [CH2:1]([C@H:8]1[CH2:12][O:11][C:10](=[O:13])[N:9]1[C:14](=[O:21])[CH2:15][C:16]1[CH:20]=[CH:19][S:22][CH:23]=1)[C:2]1[CH:3]=[CH:4][CH:5]=[CH:6][CH:7]=1. (4) The product is: [N+:8]([C:3]1[CH:4]=[N:5][CH:6]=[CH:7][C:2]=1[N:23]1[CH2:22][CH2:21][CH2:20][CH:19]([NH:18][C:16](=[O:17])[O:15][C:12]([CH3:13])([CH3:11])[CH3:14])[CH2:24]1)([O-:10])=[O:9]. Given the reactants Cl[C:2]1[CH:7]=[CH:6][N:5]=[CH:4][C:3]=1[N+:8]([O-:10])=[O:9].[CH3:11][C:12]([O:15][C:16]([NH:18][CH:19]1[CH2:24][NH:23][CH2:22][CH2:21][CH2:20]1)=[O:17])([CH3:14])[CH3:13].C(N(C(C)C)CC)(C)C, predict the reaction product. (5) Given the reactants [CH3:1][O:2][C:3](=[O:29])[CH2:4][O:5][C:6]1[CH:11]=[C:10]([CH3:12])[C:9]([S:13]([NH:16][C:17]2[CH:22]=[CH:21][C:20]([O:23][CH3:24])=[CH:19][C:18]=2[N+:25]([O-])=O)(=[O:15])=[O:14])=[C:8]([CH3:28])[CH:7]=1, predict the reaction product. The product is: [CH3:1][O:2][C:3](=[O:29])[CH2:4][O:5][C:6]1[CH:7]=[C:8]([CH3:28])[C:9]([S:13]([NH:16][C:17]2[CH:22]=[CH:21][C:20]([O:23][CH3:24])=[CH:19][C:18]=2[NH2:25])(=[O:15])=[O:14])=[C:10]([CH3:12])[CH:11]=1.